Dataset: Reaction yield outcomes from USPTO patents with 853,638 reactions. Task: Predict the reaction yield, written as a fraction of the theoretical maximum amount of product (1.0 means a 100% yield; for example, 0.34 means a 34% yield). (1) The reactants are [Zn](CC)[CH2:2]C.FC(F)(F)C(O)=O.N#N.C(I)I.[CH3:18][C:19]1([CH3:34])[C:23]([CH3:25])([CH3:24])[O:22][B:21]([C:26]2[CH:31]=[CH:30][CH:29]=[C:28]([CH:32]=[CH2:33])[CH:27]=2)[O:20]1. The catalyst is C(Cl)Cl. The product is [CH:32]1([C:28]2[CH:27]=[C:26]([B:21]3[O:20][C:19]([CH3:34])([CH3:18])[C:23]([CH3:24])([CH3:25])[O:22]3)[CH:31]=[CH:30][CH:29]=2)[CH2:2][CH2:33]1. The yield is 0.100. (2) The reactants are [Cl:1][C:2]1[CH:3]=[C:4]([C@H:9]2[CH2:13][CH2:12][CH2:11][N:10]2[C:14]2[CH:19]=[CH:18][N:17]3[N:20]=[CH:21][C:22]([NH2:23])=[C:16]3[N:15]=2)[CH:5]=[C:6]([F:8])[CH:7]=1.C1N=CN([C:29]([N:31]2[CH:35]=N[CH:33]=[CH:32]2)=[O:30])C=1.Cl.N1CC([OH:41])C1.CCN(C(C)C)C(C)C. The catalyst is C(Cl)Cl. The product is [Cl:1][C:2]1[CH:3]=[C:4]([C@H:9]2[CH2:13][CH2:12][CH2:11][N:10]2[C:14]2[CH:19]=[CH:18][N:17]3[N:20]=[CH:21][C:22]([NH:23][C:29]([N:31]4[CH2:32][CH:33]([OH:41])[CH2:35]4)=[O:30])=[C:16]3[N:15]=2)[CH:5]=[C:6]([F:8])[CH:7]=1. The yield is 0.740. (3) The reactants are [C:1]([O:5][C:6]([NH:8][C@@H:9]([C:13]([O:15]C)=[O:14])[CH2:10][O:11][CH3:12])=[O:7])([CH3:4])([CH3:3])[CH3:2].O.O.[OH-].[Li+]. The catalyst is O1CCCC1. The product is [C:1]([O:5][C:6]([NH:8][C@@H:9]([C:13]([OH:15])=[O:14])[CH2:10][O:11][CH3:12])=[O:7])([CH3:4])([CH3:2])[CH3:3]. The yield is 1.00. (4) The reactants are Cl.[CH:2]12[CH2:11][CH:6]3[CH2:7][CH:8]([CH2:10][CH:4]([CH2:5]3)[CH:3]1[NH2:12])[CH2:9]2.C(N(C(C)C)C(C)C)C.[Cl:22][C:23]1[N:28]=[C:27]([Cl:29])[C:26]([C:30](Cl)=[O:31])=[CH:25][N:24]=1. The catalyst is C1COCC1.ClCCl. The product is [CH:2]12[CH2:11][CH:6]3[CH2:7][CH:8]([CH2:10][CH:4]([CH2:5]3)[CH:3]1[NH:12][C:30]([C:26]1[C:27]([Cl:29])=[N:28][C:23]([Cl:22])=[N:24][CH:25]=1)=[O:31])[CH2:9]2. The yield is 0.810. (5) The catalyst is C(O)C.[Pd]. The reactants are C(OC([NH:11][C:12]1[C:13](=[O:27])[N:14]([CH2:19][C:20]([O:22][C:23]([CH3:26])([CH3:25])[CH3:24])=[O:21])[C:15]([CH3:18])=[CH:16][CH:17]=1)=O)C1C=CC=CC=1. The yield is 0.970. The product is [NH2:11][C:12]1[C:13](=[O:27])[N:14]([CH2:19][C:20]([O:22][C:23]([CH3:26])([CH3:25])[CH3:24])=[O:21])[C:15]([CH3:18])=[CH:16][CH:17]=1.